This data is from Full USPTO retrosynthesis dataset with 1.9M reactions from patents (1976-2016). The task is: Predict the reactants needed to synthesize the given product. The reactants are: ClC1C=C(C=CC=1Cl)OC1CCN(S(C2C(C)=NN(C)C=2C)(=O)=O)CC1.[CH3:27][N:28]1[C:32]([S:33](Cl)(=[O:35])=[O:34])=[C:31]([CH3:37])[CH:30]=[N:29]1.Cl.[Cl:39][C:40]1[CH:52]=[C:51]([Cl:53])[CH:50]=[CH:49][C:41]=1[O:42][CH:43]1[CH2:48][CH2:47][NH:46][CH2:45][CH2:44]1. Given the product [Cl:39][C:40]1[CH:52]=[C:51]([Cl:53])[CH:50]=[CH:49][C:41]=1[O:42][CH:43]1[CH2:44][CH2:45][N:46]([S:33]([C:32]2[N:28]([CH3:27])[N:29]=[CH:30][C:31]=2[CH3:37])(=[O:35])=[O:34])[CH2:47][CH2:48]1, predict the reactants needed to synthesize it.